Dataset: Retrosynthesis with 50K atom-mapped reactions and 10 reaction types from USPTO. Task: Predict the reactants needed to synthesize the given product. Given the product Cc1c(F)cc(C(=O)NCc2ccc(F)cc2)cc1-c1ccc(C(=O)NCC(C)(C)C)cc1C(N)=O, predict the reactants needed to synthesize it. The reactants are: Cc1c(F)cc(C(=O)O)cc1-c1ccc(C(=O)NCC(C)(C)C)cc1C(N)=O.NCc1ccc(F)cc1.